Predict the product of the given reaction. From a dataset of Forward reaction prediction with 1.9M reactions from USPTO patents (1976-2016). (1) Given the reactants [NH2:1][C:2]1[N:7]=[C:6]([C:8]([F:11])([F:10])[F:9])[C:5]([C:12]2[CH:17]=[C:16]([N:18]3[C@@H:22]([CH2:23][O:24][Si](C(C)(C)C)(C4C=CC=CC=4)C4C=CC=CC=4)[C@H:21]([C:42]4[CH:47]=[CH:46][C:45]([O:48][CH3:49])=[CH:44][CH:43]=4)[O:20][C:19]3=[O:50])[N:15]=[C:14]([N:51]3[CH2:56][CH2:55][O:54][CH2:53][CH2:52]3)[N:13]=2)=[CH:4][N:3]=1.CCCC[N+](CCCC)(CCCC)CCCC.[F-], predict the reaction product. The product is: [NH2:1][C:2]1[N:7]=[C:6]([C:8]([F:11])([F:10])[F:9])[C:5]([C:12]2[CH:17]=[C:16]([N:18]3[C@@H:22]([CH2:23][OH:24])[C@H:21]([C:42]4[CH:43]=[CH:44][C:45]([O:48][CH3:49])=[CH:46][CH:47]=4)[O:20][C:19]3=[O:50])[N:15]=[C:14]([N:51]3[CH2:52][CH2:53][O:54][CH2:55][CH2:56]3)[N:13]=2)=[CH:4][N:3]=1. (2) Given the reactants [Cl:1][C:2]1[CH:30]=[CH:29][C:5]([CH2:6][NH:7][C:8]([C:10]2[CH:11]=[N:12][C:13]3[C:18]([C:19]=2[OH:20])=[CH:17][C:16]([CH2:21][CH:22]2[CH2:27][CH2:26][O:25][CH2:24][CH2:23]2)=[CH:15][C:14]=3[I:28])=[O:9])=[CH:4][CH:3]=1.[C:31]([O-])([O-])=O.[K+].[K+].CI.O, predict the reaction product. The product is: [Cl:1][C:2]1[CH:3]=[CH:4][C:5]([CH2:6][NH:7][C:8]([C:10]2[C:19](=[O:20])[C:18]3[C:13](=[C:14]([I:28])[CH:15]=[C:16]([CH2:21][CH:22]4[CH2:27][CH2:26][O:25][CH2:24][CH2:23]4)[CH:17]=3)[N:12]([CH3:31])[CH:11]=2)=[O:9])=[CH:29][CH:30]=1. (3) Given the reactants [F:1][C:2]1[CH:3]=[C:4]([CH:16]=[CH:17][CH:18]=1)[CH2:5][C:6]1[O:10][C:9]([CH:11]2OCC[O:12]2)=[CH:8][CH:7]=1.O1CCOC1C1OC=CC=1.C(O)(=O)C(O)=O.O, predict the reaction product. The product is: [F:1][C:2]1[CH:3]=[C:4]([CH:16]=[CH:17][CH:18]=1)[CH2:5][C:6]1[O:10][C:9]([CH:11]=[O:12])=[CH:8][CH:7]=1. (4) Given the reactants C1(C(C2C=CC=CC=2)=N[C@H](C(OC(C)(C)C)=O)CC2C=CC=C(OC(F)(F)F)C=2[N+]([O-])=O)C=CC=CC=1.C(OC([NH:45][C:46]1[C:54]([O:55][C:56]([F:59])([F:58])[F:57])=[CH:53][CH:52]=[CH:51][C:47]=1[C:48]([OH:50])=[O:49])=O)(C)(C)C, predict the reaction product. The product is: [NH2:45][C:46]1[C:54]([O:55][C:56]([F:57])([F:58])[F:59])=[CH:53][CH:52]=[CH:51][C:47]=1[C:48]([OH:50])=[O:49]. (5) Given the reactants [CH3:1][O:2][C:3]([C:5]1[CH:6]=[CH:7][C:8]2[C@@:14]3([CH2:23][CH3:24])[CH2:15][CH2:16][C@@:17]([OH:22])([CH2:19][CH2:20][CH3:21])[CH2:18][C@H:13]3[CH2:12][CH2:11][C:10](=[O:25])[C:9]=2[CH:26]=1)=[O:4].[CH3:27][O:28][C:29]([C:31]1[CH:32]=[CH:33][C:34]2[C@:40]3([CH2:49][CH3:50])[CH2:41][CH2:42][C@:43]([OH:48])([CH2:45][CH2:46][CH3:47])[CH2:44][C@@H:39]3[CH2:38][CH2:37][C:36](=[O:51])[C:35]=2[CH:52]=1)=[O:30].[BH4-].[Na+], predict the reaction product. The product is: [CH3:1][O:2][C:3]([C:5]1[CH:6]=[CH:7][C:8]2[C@@:14]3([CH2:23][CH3:24])[CH2:15][CH2:16][C@@:17]([OH:22])([CH2:19][CH2:20][CH3:21])[CH2:18][C@H:13]3[CH2:12][CH2:11][CH:10]([OH:25])[C:9]=2[CH:26]=1)=[O:4].[CH3:27][O:28][C:29]([C:31]1[CH:32]=[CH:33][C:34]2[C@:40]3([CH2:49][CH3:50])[CH2:41][CH2:42][C@:43]([OH:48])([CH2:45][CH2:46][CH3:47])[CH2:44][C@@H:39]3[CH2:38][CH2:37][CH:36]([OH:51])[C:35]=2[CH:52]=1)=[O:30].